The task is: Predict the reactants needed to synthesize the given product.. This data is from Full USPTO retrosynthesis dataset with 1.9M reactions from patents (1976-2016). (1) Given the product [CH2:20]([O:2][C:3]1[CH:8]=[C:7]([O:9][CH2:11][C:4]2[CH:5]=[CH:6][CH:7]=[CH:8][CH:3]=2)[CH:6]=[C:5]([OH:10])[C:4]=1[C:11](=[O:13])[CH3:12])[C:21]1[CH:26]=[CH:25][CH:24]=[CH:23][CH:22]=1, predict the reactants needed to synthesize it. The reactants are: O.[OH:2][C:3]1[CH:8]=[C:7]([OH:9])[CH:6]=[C:5]([OH:10])[C:4]=1[C:11](=[O:13])[CH3:12].C(=O)([O-])[O-].[K+].[K+].[CH2:20](Br)[C:21]1[CH:26]=[CH:25][CH:24]=[CH:23][CH:22]=1.O. (2) Given the product [NH2:12][C@H:13]([C:19]([OH:21])=[O:20])[CH2:14][CH2:15][CH2:16][CH2:17][NH2:18], predict the reactants needed to synthesize it. The reactants are: ON1C2C=CC=CC=2N=N1.Cl.[NH2:12][C@H:13]([C:19]([OH:21])=[O:20])[CH2:14][CH2:15][CH2:16][CH2:17][NH2:18].Cl.C(N=C=NCCCN(C)C)C. (3) Given the product [C:10]([NH2:19])(=[O:11])[C:9]1[CH:13]=[CH:14][CH:6]=[CH:7][CH:8]=1, predict the reactants needed to synthesize it. The reactants are: C(O[C:6]1[C:14](OC)=[CH:13][C:9]([C:10](O)=[O:11])=[CH:8][C:7]=1OC)CCC.[NH2:19]CC1(N(C)C)CCOCC1.C(N(C(C)C)CC)(C)C.C[NH3+].F[P-](F)(F)(F)(F)F.N1(OC(N(C)C)=[N+](C)C)C2N=CC=CC=2N=N1.F[P-](F)(F)(F)(F)F.